This data is from Reaction yield outcomes from USPTO patents with 853,638 reactions. The task is: Predict the reaction yield, written as a fraction of the theoretical maximum amount of product (1.0 means a 100% yield; for example, 0.34 means a 34% yield). (1) The reactants are Br[C:2]1[C:3]([F:21])=[C:4]([F:20])[C:5]([NH:12][C:13]2[CH:18]=[CH:17][CH:16]=[CH:15][C:14]=2[F:19])=[C:6]([CH:11]=1)[C:7]([O:9][CH3:10])=[O:8].C(N(CC)C(C)C)(C)C.CC1(C)C2C(=C(P(C3C=CC=CC=3)C3C=CC=CC=3)C=CC=2)OC2C(P(C3C=CC=CC=3)C3C=CC=CC=3)=CC=CC1=2.[CH2:73]([SH:80])[C:74]1[CH:79]=[CH:78][CH:77]=[CH:76][CH:75]=1. The catalyst is O1CCOCC1.C1C=CC(/C=C/C(/C=C/C2C=CC=CC=2)=O)=CC=1.C1C=CC(/C=C/C(/C=C/C2C=CC=CC=2)=O)=CC=1.C1C=CC(/C=C/C(/C=C/C2C=CC=CC=2)=O)=CC=1.[Pd].[Pd]. The product is [CH2:73]([S:80][C:2]1[C:3]([F:21])=[C:4]([F:20])[C:5]([NH:12][C:13]2[CH:18]=[CH:17][CH:16]=[CH:15][C:14]=2[F:19])=[C:6]([CH:11]=1)[C:7]([O:9][CH3:10])=[O:8])[C:74]1[CH:79]=[CH:78][CH:77]=[CH:76][CH:75]=1. The yield is 0.880. (2) The reactants are [Cl:1][C:2]1[CH:10]=[CH:9][CH:8]=[C:7]2[C:3]=1[C:4](=[O:20])[C:5](=[O:19])[N:6]2[CH:11]([CH2:15][CH:16]([CH3:18])[CH3:17])[C:12]([OH:14])=O.[CH3:21][N:22]1[CH:26]=[CH:25][C:24]([NH2:27])=[N:23]1.C(N(CC)C(C)C)(C)C.F[P-](F)(F)(F)(F)F.N1(O[P+](N(C)C)(N(C)C)N(C)C)C2C=CC=CC=2N=N1. The catalyst is CN(C)C=O.C(OCC)(=O)C. The product is [CH3:21][N:22]1[CH:26]=[CH:25][C:24]([NH:27][C:12](=[O:14])[CH:11]([N:6]2[C:7]3[C:3](=[C:2]([Cl:1])[CH:10]=[CH:9][CH:8]=3)[C:4](=[O:20])[C:5]2=[O:19])[CH2:15][CH:16]([CH3:18])[CH3:17])=[N:23]1. The yield is 0.530. (3) The reactants are [CH:1]1([C:4]([NH:6][C:7]2[CH:8]=[CH:9][CH:10]=[C:11]3[C:15]=2[C:14](=[O:16])[N:13]([CH:17]([C:22]2[CH:27]=[CH:26][C:25]([O:28][CH:29]([F:31])[F:30])=[C:24]([O:32][CH2:33][CH3:34])[CH:23]=2)[CH2:18][C:19]([OH:21])=O)[CH2:12]3)=[O:5])[CH2:3][CH2:2]1.C1N=[CH:38][N:37](C(N2C=NC=C2)=O)[CH:36]=1.CNC. The catalyst is C1COCC1. The product is [F:30][CH:29]([F:31])[O:28][C:25]1[CH:26]=[CH:27][C:22]([CH:17]([N:13]2[C:14](=[O:16])[C:15]3[C:11](=[CH:10][CH:9]=[CH:8][C:7]=3[NH:6][C:4]([CH:1]3[CH2:2][CH2:3]3)=[O:5])[CH2:12]2)[CH2:18][C:19](=[O:21])[N:37]([CH3:38])[CH3:36])=[CH:23][C:24]=1[O:32][CH2:33][CH3:34]. The yield is 0.500. (4) The reactants are [CH2:1](Br)[CH2:2][CH2:3][CH2:4][CH2:5][CH2:6][CH2:7][CH3:8].[C:10]([NH:13][C:14]1[CH:19]=[CH:18][CH:17]=[CH:16][CH:15]=1)(=[O:12])[CH3:11].[OH-].[K+].O. The catalyst is CS(C)=O. The product is [C:10]([N:13]([CH2:1][CH2:2][CH2:3][CH2:4][CH2:5][CH2:6][CH2:7][CH3:8])[C:14]1[CH:19]=[CH:18][CH:17]=[CH:16][CH:15]=1)(=[O:12])[CH3:11]. The yield is 0.980. (5) The reactants are BrC1C(NC2C=C(OC(C)C)NN=2)=NC(N[C@H:9]([C:11]2[N:16]=[CH:15][C:14]([F:17])=[CH:13][N:12]=2)[CH3:10])=NC=1.C1C[O:31]CC1.C[Mg+].[Br-]. The catalyst is CCOCC. The product is [F:17][C:14]1[CH:13]=[N:12][C:11]([C:9](=[O:31])[CH3:10])=[N:16][CH:15]=1. The yield is 0.460.